The task is: Predict the reactants needed to synthesize the given product.. This data is from Full USPTO retrosynthesis dataset with 1.9M reactions from patents (1976-2016). The reactants are: [NH2:1][C:2]1[N:6]([C:7]2[CH:12]=[CH:11][C:10]([NH:13][C:14](=[O:20])[O:15][C:16]([CH3:19])([CH3:18])[CH3:17])=[CH:9][CH:8]=2)[CH:5]=[N:4][C:3]=1[C:21](=O)[NH2:22].CS(Cl)(=O)=O.N1C=CC=CC=1. Given the product [NH2:1][C:2]1[N:6]([C:7]2[CH:12]=[CH:11][C:10]([NH:13][C:14](=[O:20])[O:15][C:16]([CH3:17])([CH3:18])[CH3:19])=[CH:9][CH:8]=2)[CH:5]=[N:4][C:3]=1[C:21]#[N:22], predict the reactants needed to synthesize it.